Predict the product of the given reaction. From a dataset of Forward reaction prediction with 1.9M reactions from USPTO patents (1976-2016). (1) Given the reactants [CH3:1][O:2][C:3]([NH:5][CH:6]([CH2:10][C:11]1[C:20]2[C:15](=[CH:16][CH:17]=[CH:18][CH:19]=2)[C:14]([N+:21]([O-:23])=[O:22])=[CH:13][CH:12]=1)[C:7]([OH:9])=[O:8])=[O:4].N1C=CC=CC=1.[CH3:30][Si:31]([CH3:36])([CH3:35])[CH2:32][CH2:33]O.C1(N=C=NC2CCCCC2)CCCCC1, predict the reaction product. The product is: [CH3:30][Si:31]([CH3:36])([CH3:35])[CH2:32][CH2:33][O:8][C:7](=[O:9])[CH:6]([NH:5][C:3]([O:2][CH3:1])=[O:4])[CH2:10][C:11]1[C:20]2[C:15](=[CH:16][CH:17]=[CH:18][CH:19]=2)[C:14]([N+:21]([O-:23])=[O:22])=[CH:13][CH:12]=1. (2) Given the reactants CO.[Li+].[BH4-].C([O:7][C:8](=O)[C:9]([CH3:36])([C:30]1[CH:35]=[CH:34][CH:33]=[CH:32][CH:31]=1)[CH2:10][CH2:11][CH2:12][S:13][CH2:14][CH2:15][CH2:16][C:17]([C:25](OCC)=[O:26])([C:19]1[CH:24]=[CH:23][CH:22]=[CH:21][CH:20]=1)[CH3:18])C.Cl.[Cl-].[NH4+], predict the reaction product. The product is: [OH:7][CH2:8][C:9]([CH3:36])([C:30]1[CH:35]=[CH:34][CH:33]=[CH:32][CH:31]=1)[CH2:10][CH2:11][CH2:12][S:13][CH2:14][CH2:15][CH2:16][C:17]([CH3:18])([C:19]1[CH:24]=[CH:23][CH:22]=[CH:21][CH:20]=1)[CH2:25][OH:26]. (3) Given the reactants [CH3:1][O:2][C:3](=[O:25])[CH2:4][C:5]1[CH:10]=[C:9]([Br:11])[C:8]([O:12][C:13]2[CH:18]=[CH:17][C:16]([O:19][CH3:20])=[C:15]([CH:21]([CH3:23])[CH3:22])[CH:14]=2)=[C:7]([Br:24])[CH:6]=1.CCCCCCC.C(OCC)(=O)C.[N+:39]([O-])([OH:41])=[O:40], predict the reaction product. The product is: [CH3:1][O:2][C:3](=[O:25])[CH2:4][C:5]1[CH:10]=[C:9]([Br:11])[C:8]([O:12][C:13]2[CH:14]=[C:15]([CH:21]([CH3:23])[CH3:22])[C:16]([O:19][CH3:20])=[C:17]([N+:39]([O-:41])=[O:40])[CH:18]=2)=[C:7]([Br:24])[CH:6]=1. (4) Given the reactants [Br:1][C:2]1[CH:11]=[C:10]2[C:5]([C:6]([NH:15][CH2:16][CH2:17][NH:18][C:19](=[O:25])[O:20][C:21]([CH3:24])([CH3:23])[CH3:22])=[C:7]([N+:12]([O-])=O)[CH:8]=[N:9]2)=[CH:4][CH:3]=1.C(O)(C)C, predict the reaction product. The product is: [NH2:12][C:7]1[CH:8]=[N:9][C:10]2[C:5]([C:6]=1[NH:15][CH2:16][CH2:17][NH:18][C:19](=[O:25])[O:20][C:21]([CH3:22])([CH3:23])[CH3:24])=[CH:4][CH:3]=[C:2]([Br:1])[CH:11]=2. (5) The product is: [CH3:1][C@@:2]12[C:18](=[O:19])[CH2:17][CH2:16][C@H:15]1[C@H:14]1[C@@H:5]([C:6]3[C:11]([CH2:12][CH2:13]1)=[CH:10][C:9]([OH:20])=[C:8]([O:25][CH3:23])[CH:7]=3)[CH2:4][CH2:3]2. Given the reactants [CH3:1][C@@:2]12[C:18](=[O:19])[CH2:17][CH2:16][C@H:15]1[C@H:14]1[C@@H:5]([C:6]3[CH:7]=[CH:8][C:9]([OH:20])=[CH:10][C:11]=3[CH2:12][CH2:13]1)[CH2:4][CH2:3]2.II.[C:23](O)(=[O:25])C, predict the reaction product.